This data is from Reaction yield outcomes from USPTO patents with 853,638 reactions. The task is: Predict the reaction yield, written as a fraction of the theoretical maximum amount of product (1.0 means a 100% yield; for example, 0.34 means a 34% yield). The reactants are [CH3:1][N:2]1[CH2:7][CH2:6][NH:5][CH2:4][CH2:3]1.F[C:9]1[C:14]([N+:15]([O-:17])=[O:16])=[CH:13][C:12]([NH:18][C:19]2[N:24]=[C:23]([C:25]3[C:33]4[C:28](=[CH:29][CH:30]=[CH:31][CH:32]=4)[N:27]([CH3:34])[CH:26]=3)[CH:22]=[CH:21][N:20]=2)=[C:11]([O:35][CH3:36])[CH:10]=1.ClC1C(C2C3C(=CC=CC=3)N(C)C=2)=NC(NC2C=C([N+]([O-])=O)C(F)=CC=2OC)=NC=1.CCN(C(C)C)C(C)C. The catalyst is CC(N(C)C)=O.CO. The product is [CH3:36][O:35][C:11]1[CH:10]=[C:9]([N:5]2[CH2:6][CH2:7][N:2]([CH3:1])[CH2:3][CH2:4]2)[C:14]([N+:15]([O-:17])=[O:16])=[CH:13][C:12]=1[NH:18][C:19]1[N:24]=[C:23]([C:25]2[C:33]3[C:28](=[CH:29][CH:30]=[CH:31][CH:32]=3)[N:27]([CH3:34])[CH:26]=2)[CH:22]=[CH:21][N:20]=1. The yield is 0.800.